This data is from Reaction yield outcomes from USPTO patents with 853,638 reactions. The task is: Predict the reaction yield, written as a fraction of the theoretical maximum amount of product (1.0 means a 100% yield; for example, 0.34 means a 34% yield). (1) The reactants are CC(C)=[O:3].OS(O)(=O)=O.O=[Cr](=O)=O.[N+:14]([C:17]1[CH:22]=[CH:21][CH:20]=[CH:19][C:18]=1[C:23]1[CH:27]=[CH:26][S:25][C:24]=1[CH:28]=[O:29])([O-:16])=[O:15].C(O)(C)C. The catalyst is CC(C)=O. The product is [N+:14]([C:17]1[CH:22]=[CH:21][CH:20]=[CH:19][C:18]=1[C:23]1[CH:27]=[CH:26][S:25][C:24]=1[C:28]([OH:3])=[O:29])([O-:16])=[O:15]. The yield is 0.660. (2) The reactants are [N:1]#[C:2][NH2:3].[O-]CC.[Na+].[CH:8]1[CH:12]=[C:11]([CH:13]([OH:21])[C:14]([C:16]2[O:20][CH:19]=[CH:18][CH:17]=2)=O)[O:10][CH:9]=1.O. The catalyst is C(O)C. The product is [NH2:1][C:2]1[O:21][C:13]([C:11]2[O:10][CH:9]=[CH:8][CH:12]=2)=[C:14]([C:16]2[O:20][CH:19]=[CH:18][CH:17]=2)[N:3]=1. The yield is 0.311. (3) The reactants are [OH:1][CH2:2][C:3]1[C:8]([N+:9]([O-:11])=[O:10])=[CH:7][CH:6]=[CH:5][C:4]=1[OH:12]. The catalyst is CCOC(C)=O.[O-2].[O-2].[Mn+4]. The product is [OH:12][C:4]1[CH:5]=[CH:6][CH:7]=[C:8]([N+:9]([O-:11])=[O:10])[C:3]=1[CH:2]=[O:1]. The yield is 0.760.